This data is from Catalyst prediction with 721,799 reactions and 888 catalyst types from USPTO. The task is: Predict which catalyst facilitates the given reaction. Reactant: [CH3:1]N(C)C=O.[NH2:6][C:7]1[C:12]([NH2:13])=[C:11]([O:14][C:15]2[CH:16]=[C:17]([NH:21][C:22](=[O:25])[CH:23]=[CH2:24])[CH:18]=[CH:19][CH:20]=2)[C:10]([Cl:26])=[CH:9][N:8]=1.C[CH:28]1[CH2:33][NH:32][CH2:31][CH2:30][N:29]1[C:34]1[CH:41]=[CH:40][C:37]([CH:38]=O)=[CH:36][CH:35]=1. Product: [Cl:26][C:10]1[C:11]([O:14][C:15]2[CH:16]=[C:17]([NH:21][C:22](=[O:25])[CH:23]=[CH2:24])[CH:18]=[CH:19][CH:20]=2)=[C:12]2[N:13]=[C:38]([C:37]3[CH:40]=[CH:41][C:34]([N:29]4[CH2:30][CH2:31][N:32]([CH3:1])[CH2:33][CH2:28]4)=[CH:35][CH:36]=3)[NH:6][C:7]2=[N:8][CH:9]=1. The catalyst class is: 4.